Dataset: Forward reaction prediction with 1.9M reactions from USPTO patents (1976-2016). Task: Predict the product of the given reaction. (1) Given the reactants Br[C:2]1[CH:3]=[N:4][CH:5]=[C:6]([CH:11]=1)[C:7]([O:9][CH3:10])=[O:8].[F:12][C:13]([F:24])([F:23])[C:14]1[CH:15]=[C:16](B(O)O)[CH:17]=[CH:18][CH:19]=1, predict the reaction product. The product is: [F:12][C:13]([F:24])([F:23])[C:14]1[CH:19]=[C:18]([C:2]2[CH:11]=[C:6]([C:7]([O:9][CH3:10])=[O:8])[CH:5]=[N:4][CH:3]=2)[CH:17]=[CH:16][CH:15]=1. (2) Given the reactants [C:1]([C:4]1[C:5]([CH3:19])=[N:6][N:7]([C:10]2[CH:11]=[C:12]([CH:16]=[CH:17][CH:18]=2)[C:13]([OH:15])=[O:14])[C:8]=1[OH:9])(=O)[CH3:2].[NH:20]([C:22]1[S:23][C:24]2[CH:30]=[CH:29][CH:28]=[CH:27][C:25]=2[N:26]=1)[NH2:21], predict the reaction product. The product is: [S:23]1[C:24]2[CH:30]=[CH:29][CH:28]=[CH:27][C:25]=2[N:26]=[C:22]1[NH:20][N:21]=[C:1]([C:4]1[C:5]([CH3:19])=[N:6][N:7]([C:10]2[CH:11]=[C:12]([CH:16]=[CH:17][CH:18]=2)[C:13]([OH:15])=[O:14])[C:8]=1[OH:9])[CH3:2]. (3) Given the reactants [CH3:1][C:2]1[CH:3]=[C:4]([NH:20][C:21]2[C:22]3[N:29]([CH2:30][CH2:31][NH:32]C(=O)OC(C)(C)C)[CH:28]=[CH:27][C:23]=3[N:24]=[CH:25][N:26]=2)[CH:5]=[CH:6][C:7]=1[O:8][C:9]1[CH:14]=[CH:13][CH:12]=[C:11]([O:15][C:16]([F:19])([F:18])[F:17])[CH:10]=1.FC(F)(F)C(O)=O, predict the reaction product. The product is: [NH2:32][CH2:31][CH2:30][N:29]1[C:22]2[C:21]([NH:20][C:4]3[CH:5]=[CH:6][C:7]([O:8][C:9]4[CH:14]=[CH:13][CH:12]=[C:11]([O:15][C:16]([F:18])([F:19])[F:17])[CH:10]=4)=[C:2]([CH3:1])[CH:3]=3)=[N:26][CH:25]=[N:24][C:23]=2[CH:27]=[CH:28]1. (4) The product is: [F:50][C:46]1[CH:47]=[CH:48][CH:49]=[C:12]([F:11])[C:13]=1[CH2:14][O:15][C:16]([C:25]1[CH:30]=[CH:29][C:28]([C@:31]2([S:36]([C:39]3[CH:44]=[CH:43][C:42]([F:45])=[CH:41][CH:40]=3)(=[O:38])=[O:37])[CH2:35][CH2:34][N:33]([C:64]([C:61]3([CH2:67][OH:68])[CH2:62][CH2:63][N:58]([C:56]([O:55][C:51]([CH3:52])([CH3:53])[CH3:54])=[O:57])[CH2:59][CH2:60]3)=[O:65])[CH2:32]2)=[CH:27][CH:26]=1)([C:17]([F:20])([F:19])[F:18])[C:21]([F:24])([F:22])[F:23]. Given the reactants CCN(C(C)C)C(C)C.Cl.[F:11][C:12]1[CH:49]=[CH:48][CH:47]=[C:46]([F:50])[C:13]=1[CH2:14][O:15][C:16]([C:25]1[CH:30]=[CH:29][C:28]([C@:31]2([S:36]([C:39]3[CH:44]=[CH:43][C:42]([F:45])=[CH:41][CH:40]=3)(=[O:38])=[O:37])[CH2:35][CH2:34][NH:33][CH2:32]2)=[CH:27][CH:26]=1)([C:21]([F:24])([F:23])[F:22])[C:17]([F:20])([F:19])[F:18].[C:51]([O:55][C:56]([N:58]1[CH2:63][CH2:62][C:61]([CH2:67][OH:68])([C:64](O)=[O:65])[CH2:60][CH2:59]1)=[O:57])([CH3:54])([CH3:53])[CH3:52].CN(C(ON1N=NC2C=CC=NC1=2)=[N+](C)C)C.F[P-](F)(F)(F)(F)F, predict the reaction product.